This data is from NCI-60 drug combinations with 297,098 pairs across 59 cell lines. The task is: Regression. Given two drug SMILES strings and cell line genomic features, predict the synergy score measuring deviation from expected non-interaction effect. Drug 1: C1=NC2=C(N1)C(=S)N=C(N2)N. Drug 2: C1CN1P(=S)(N2CC2)N3CC3. Cell line: BT-549. Synergy scores: CSS=15.3, Synergy_ZIP=-5.69, Synergy_Bliss=-2.85, Synergy_Loewe=-3.11, Synergy_HSA=-1.91.